This data is from HIV replication inhibition screening data with 41,000+ compounds from the AIDS Antiviral Screen. The task is: Binary Classification. Given a drug SMILES string, predict its activity (active/inactive) in a high-throughput screening assay against a specified biological target. (1) The drug is COc1ccc(C(=O)C=Cc2ccc(OCC(=N)N)cc2)cc1OC.Cl. The result is 0 (inactive). (2) The compound is CCN(CC)c1ccc(C=Cc2n(C)c3ccccc3[n+]2-c2ccccc2)cc1. The result is 0 (inactive). (3) The compound is CCCCCCCCCCCC(=O)NCc1ccc(OC(=O)CCCCCCCCCCC)c(OC)c1. The result is 0 (inactive). (4) The molecule is COC(=O)N1CC2CC(=O)OCC2C1CO. The result is 0 (inactive). (5) The compound is Cc1cccc(C)c1NC(=S)NC=C(C(N)=O)C(N)=O. The result is 0 (inactive).